Dataset: Forward reaction prediction with 1.9M reactions from USPTO patents (1976-2016). Task: Predict the product of the given reaction. (1) The product is: [C:53]([O:52][C:50](=[O:51])[NH:49][C:47]([C:45]1[S:44][C:43]([S:57][CH3:58])=[C:42]([S:39]([C:35]2[CH:34]=[C:33]([C:29]3[C:30]([NH2:32])=[CH:31][C:26]([NH2:25])=[CH:27][C:28]=3[CH3:59])[CH:38]=[CH:37][CH:36]=2)(=[O:40])=[O:41])[CH:46]=1)=[NH:48])([CH3:56])([CH3:55])[CH3:54]. Given the reactants [F-].C([N+](CCCC)(CCCC)CCCC)CCC.C[Si](C)(C)CCOC(=O)[NH:25][C:26]1[CH:31]=[C:30]([NH2:32])[C:29]([C:33]2[CH:38]=[CH:37][CH:36]=[C:35]([S:39]([C:42]3[CH:46]=[C:45]([C:47]([NH:49][C:50]([O:52][C:53]([CH3:56])([CH3:55])[CH3:54])=[O:51])=[NH:48])[S:44][C:43]=3[S:57][CH3:58])(=[O:41])=[O:40])[CH:34]=2)=[C:28]([CH3:59])[CH:27]=1, predict the reaction product. (2) Given the reactants [H-].[Na+].[CH3:3][C:4]1([CH3:24])[NH:8][C:7](=[O:9])[N:6]([C:10]2[CH:15]=[CH:14][C:13]([N+:16]([O-:18])=[O:17])=[C:12]([C:19]([F:22])([F:21])[F:20])[CH:11]=2)[C:5]1=[O:23].[I:25][CH2:26][CH2:27][CH2:28][CH2:29][CH2:30]I.[NH4+].[Cl-], predict the reaction product. The product is: [I:25][CH2:26][CH2:27][CH2:28][CH2:29][CH2:30][N:8]1[C:4]([CH3:24])([CH3:3])[C:5](=[O:23])[N:6]([C:10]2[CH:15]=[CH:14][C:13]([N+:16]([O-:18])=[O:17])=[C:12]([C:19]([F:22])([F:21])[F:20])[CH:11]=2)[C:7]1=[O:9]. (3) The product is: [F:9][C:7]1[CH:8]=[C:3]([CH:4]=[C:5]([C@H:10]2[CH2:14][C@H:13]([F:15])[CH2:12][NH:11]2)[CH:6]=1)[C:1]#[N:2]. Given the reactants [C:1]([C:3]1[CH:4]=[C:5]([C@H:10]2[CH2:14][C@H:13]([F:15])[CH2:12][N:11]2C(OC(C)(C)C)=O)[CH:6]=[C:7]([F:9])[CH:8]=1)#[N:2].C(O)(C(F)(F)F)=O, predict the reaction product. (4) Given the reactants [Br:1][C:2]1[CH:7]=[CH:6][C:5]([OH:8])=[C:4]([CH3:9])[CH:3]=1.C(N(CC)CC)C.Cl[C:18]([O:20][CH3:21])=[O:19], predict the reaction product. The product is: [C:18](=[O:19])([O:20][CH3:21])[O:8][C:5]1[CH:6]=[CH:7][C:2]([Br:1])=[CH:3][C:4]=1[CH3:9]. (5) Given the reactants [Cl:1][C:2]1[C:3]2[N:4]([C:8]([CH:18]=[O:19])=[C:9]([C:11]3[CH:16]=[CH:15][C:14]([F:17])=[CH:13][CH:12]=3)[N:10]=2)[CH:5]=[CH:6][CH:7]=1.[C:20]([Mg]Br)#[CH:21].O, predict the reaction product. The product is: [Cl:1][C:2]1[C:3]2[N:4]([C:8]([C:18](=[O:19])[C:20]#[CH:21])=[C:9]([C:11]3[CH:16]=[CH:15][C:14]([F:17])=[CH:13][CH:12]=3)[N:10]=2)[CH:5]=[CH:6][CH:7]=1.